Dataset: Aqueous solubility values for 9,982 compounds from the AqSolDB database. Task: Regression/Classification. Given a drug SMILES string, predict its absorption, distribution, metabolism, or excretion properties. Task type varies by dataset: regression for continuous measurements (e.g., permeability, clearance, half-life) or binary classification for categorical outcomes (e.g., BBB penetration, CYP inhibition). For this dataset (solubility_aqsoldb), we predict Y. (1) The compound is OCc1ccc(Cl)cc1. The Y is -1.76 log mol/L. (2) The drug is NC(=O)N/N=C/C(O)C(O)C(O)C(O)CO. The Y is -0.426 log mol/L. (3) The drug is CCn1cc(C(=O)O)c(=O)c2cnc(N3CCNCC3)nc21. The Y is -2.97 log mol/L. (4) The compound is CCN1C(=O)c2cccnc2N(CC)c2ncccc21. The Y is -2.86 log mol/L. (5) The compound is Cc1occc1C(=O)Nc1ccccc1. The Y is -3.30 log mol/L. (6) The compound is CC(C#N)CC(C)(C)CC#N.CC(CC#N)CC(C)(C)C#N. The Y is -1.57 log mol/L. (7) The drug is NC(=O)C(Br)Br. The Y is -1.06 log mol/L.